Task: Predict the reactants needed to synthesize the given product.. Dataset: Full USPTO retrosynthesis dataset with 1.9M reactions from patents (1976-2016) (1) Given the product [CH3:38][N:39]1[CH:43]=[C:42]([C:2]2[CH:3]=[C:4]3[C:9](=[CH:10][C:11]=2[S:12]([CH3:15])(=[O:14])=[O:13])[N:8]([C:16]2[C:20]4[CH2:21][N:22]([C:25]([O:27][C:28]([CH3:29])([CH3:31])[CH3:30])=[O:26])[CH2:23][CH2:24][C:19]=4[N:18]([CH:32]4[CH2:37][CH2:36][O:35][CH2:34][CH2:33]4)[N:17]=2)[CH2:7][CH2:6][CH2:5]3)[CH:41]=[N:40]1, predict the reactants needed to synthesize it. The reactants are: Br[C:2]1[CH:3]=[C:4]2[C:9](=[CH:10][C:11]=1[S:12]([CH3:15])(=[O:14])=[O:13])[N:8]([C:16]1[C:20]3[CH2:21][N:22]([C:25]([O:27][C:28]([CH3:31])([CH3:30])[CH3:29])=[O:26])[CH2:23][CH2:24][C:19]=3[N:18]([CH:32]3[CH2:37][CH2:36][O:35][CH2:34][CH2:33]3)[N:17]=1)[CH2:7][CH2:6][CH2:5]2.[CH3:38][N:39]1[CH:43]=[C:42](B2OC(C)(C)C(C)(C)O2)[CH:41]=[N:40]1.C1(P(C2CCCCC2)C2C=CC=CC=2C2C(C(C)C)=CC(C(C)C)=CC=2C(C)C)CCCCC1.C([O-])([O-])=O.[Na+].[Na+]. (2) Given the product [OH:12][CH:9]1[CH2:8][CH2:7][C:6]2([C:4](=[O:5])[N:26]([C:23]3[CH:24]=[N:25][C:20]([CH:17]([CH3:19])[CH3:18])=[CH:21][CH:22]=3)[CH2:14][CH2:13]2)[CH2:11][CH2:10]1, predict the reactants needed to synthesize it. The reactants are: C(O[C:4]([C:6]1([CH2:13][CH2:14]OC)[CH2:11][CH2:10][CH:9]([OH:12])[CH2:8][CH2:7]1)=[O:5])C.[CH:17]([C:20]1[N:25]=[CH:24][C:23]([NH2:26])=[CH:22][CH:21]=1)([CH3:19])[CH3:18]. (3) The reactants are: [C:1]1([S:7]([CH3:9])=O)[CH:6]=[CH:5][CH:4]=[CH:3][CH:2]=1.FC(F)(F)C(OC(=O)C(F)(F)F)=O.[NH:23]1[C:31]2[C:26](=[CH:27][CH:28]=[CH:29][CH:30]=2)C=[CH:24]1.C(N(CC)CC)C. Given the product [C:1]1([S:7][C:9]2[C:26]3[C:31](=[CH:30][CH:29]=[CH:28][CH:27]=3)[NH:23][CH:24]=2)[CH:6]=[CH:5][CH:4]=[CH:3][CH:2]=1, predict the reactants needed to synthesize it. (4) Given the product [CH3:1][C:2]1[CH:3]=[C:4]([C:12]2[CH:17]=[C:16]([C:18]([F:21])([F:19])[F:20])[N:15]3[N:22]=[CH:23][C:24]([C:25]4[O:26][N:35]=[C:33]([C:32]5[CH:37]=[CH:38][C:29]([NH2:28])=[N:30][CH:31]=5)[N:34]=4)=[C:14]3[N:13]=2)[CH:5]=[CH:6][C:7]=1[C:8]([F:9])([F:11])[F:10], predict the reactants needed to synthesize it. The reactants are: [CH3:1][C:2]1[CH:3]=[C:4]([C:12]2[CH:17]=[C:16]([C:18]([F:21])([F:20])[F:19])[N:15]3[N:22]=[CH:23][C:24]([C:25](O)=[O:26])=[C:14]3[N:13]=2)[CH:5]=[CH:6][C:7]=1[C:8]([F:11])([F:10])[F:9].[NH2:28][C:29]1[CH:38]=[CH:37][C:32]([C:33]([NH:35]O)=[NH:34])=[CH:31][N:30]=1. (5) Given the product [F:18][C:19]1[C:24]([F:25])=[CH:23][CH:22]=[CH:21][C:20]=1[C:26]1[N:34]=[C:29]2[CH:30]=[N:31][N:32]([CH2:10][C:9]3[CH:16]=[CH:17][C:6]([N:1]4[CH:5]=[CH:4][CH:3]=[N:2]4)=[CH:7][CH:8]=3)[CH:33]=[C:28]2[N:27]=1, predict the reactants needed to synthesize it. The reactants are: [N:1]1([C:6]2[CH:17]=[CH:16][C:9]([CH2:10]OS(C)(=O)=O)=[CH:8][CH:7]=2)[CH:5]=[CH:4][CH:3]=[N:2]1.[F:18][C:19]1[C:24]([F:25])=[CH:23][CH:22]=[CH:21][C:20]=1[C:26]1[N:34]=[C:29]2[CH:30]=[N:31][NH:32][CH:33]=[C:28]2[N:27]=1.